The task is: Regression. Given a peptide amino acid sequence and an MHC pseudo amino acid sequence, predict their binding affinity value. This is MHC class II binding data.. This data is from Peptide-MHC class II binding affinity with 134,281 pairs from IEDB. (1) The peptide sequence is KYNLNRAMMLDDLTM. The MHC is DRB3_0101 with pseudo-sequence DRB3_0101. The binding affinity (normalized) is 0.520. (2) The peptide sequence is ISATPEWATPFPHRK. The MHC is DRB1_1302 with pseudo-sequence DRB1_1302. The binding affinity (normalized) is 0.188. (3) The peptide sequence is TISNNLFFNHHKVML. The MHC is DRB1_0301 with pseudo-sequence DRB1_0301. The binding affinity (normalized) is 0.187. (4) The peptide sequence is NLALSIKYNKEGDSM. The binding affinity (normalized) is 0.481. The MHC is DRB1_0301 with pseudo-sequence DRB1_0301.